From a dataset of Full USPTO retrosynthesis dataset with 1.9M reactions from patents (1976-2016). Predict the reactants needed to synthesize the given product. (1) Given the product [CH3:3][C:4]1([CH3:39])[N:8]([CH2:9][C@H:10]2[CH2:15][N:14]([S:16]([C:19]3[S:20][CH:21]=[CH:22][CH:23]=3)(=[O:18])=[O:17])[CH2:13][CH2:12][N:11]2[C:24]2[CH:25]=[CH:26][C:27]([C:30]([OH:36])([CH3:35])[C:31]([F:32])([F:33])[F:34])=[CH:28][CH:29]=2)[C:7](=[O:37])[N:6]([CH:41]([CH3:43])[CH3:42])[C:5]1=[O:38], predict the reactants needed to synthesize it. The reactants are: [H-].[Na+].[CH3:3][C:4]1([CH3:39])[N:8]([CH2:9][C@H:10]2[CH2:15][N:14]([S:16]([C:19]3[S:20][CH:21]=[CH:22][CH:23]=3)(=[O:18])=[O:17])[CH2:13][CH2:12][N:11]2[C:24]2[CH:29]=[CH:28][C:27]([C:30]([OH:36])([CH3:35])[C:31]([F:34])([F:33])[F:32])=[CH:26][CH:25]=2)[C:7](=[O:37])[NH:6][C:5]1=[O:38].I[CH:41]([CH3:43])[CH3:42]. (2) Given the product [NH2:1][C:2]1[C:7]([C:8]#[N:9])=[C:6]([NH:10][C@H:11]([C:13]2[N:17]([CH3:18])[C:16]3[C:19]([C:30]4[CH:29]=[CH:28][CH:27]=[C:26]([C:24]#[N:25])[CH:31]=4)=[CH:20][CH:21]=[CH:22][C:15]=3[N:14]=2)[CH3:12])[N:5]=[CH:4][N:3]=1, predict the reactants needed to synthesize it. The reactants are: [NH2:1][C:2]1[C:7]([C:8]#[N:9])=[C:6]([NH:10][C@H:11]([C:13]2[N:17]([CH3:18])[C:16]3[C:19](Br)=[CH:20][CH:21]=[CH:22][C:15]=3[N:14]=2)[CH3:12])[N:5]=[CH:4][N:3]=1.[C:24]([C:26]1[CH:27]=[C:28](B(O)O)[CH:29]=[CH:30][CH:31]=1)#[N:25].C([O-])([O-])=O.[Cs+].[Cs+].